Dataset: Forward reaction prediction with 1.9M reactions from USPTO patents (1976-2016). Task: Predict the product of the given reaction. (1) Given the reactants [F:1][C:2]1[CH:32]=[CH:31][C:5]([CH2:6][S:7][C:8]2[N:13]([CH2:14][C:15]3[NH:19][CH:18]([CH2:20][CH2:21][CH2:22][CH2:23][CH2:24][CH2:25][CH3:26])[O:17][N:16]=3)[C:12]3[CH2:27][CH2:28][CH2:29][C:11]=3[C:10](=[O:30])[N:9]=2)=[CH:4][CH:3]=1, predict the reaction product. The product is: [F:1][C:2]1[CH:3]=[CH:4][C:5]([CH2:6][S:7][C:8]2[N:13]([CH2:14][C:15]3[N:19](/[CH:18]=[CH:20]/[CH2:21][CH2:22][CH2:23][CH2:24][CH2:25][CH3:26])[CH:18]([CH2:20][CH2:21][CH2:22][CH2:23][CH2:24][CH2:25][CH3:26])[O:17][N:16]=3)[C:12]3[CH2:27][CH2:28][CH2:29][C:11]=3[C:10](=[O:30])[N:9]=2)=[CH:31][CH:32]=1. (2) Given the reactants [CH3:1][C@H:2]1[N:7]([CH3:8])[CH2:6][CH:5]([C:9]2[CH:14]=[CH:13][CH:12]=[CH:11][CH:10]=2)[N:4]([CH2:15][C:16]([O:18]C)=[O:17])[C:3]1=[O:20].[Li+:21].[OH-].Cl, predict the reaction product. The product is: [CH3:1][C@H:2]1[N:7]([CH3:8])[CH2:6][CH:5]([C:9]2[CH:14]=[CH:13][CH:12]=[CH:11][CH:10]=2)[N:4]([CH2:15][C:16]([O-:18])=[O:17])[C:3]1=[O:20].[Li+:21].